This data is from Reaction yield outcomes from USPTO patents with 853,638 reactions. The task is: Predict the reaction yield, written as a fraction of the theoretical maximum amount of product (1.0 means a 100% yield; for example, 0.34 means a 34% yield). (1) The reactants are [CH3:1][O:2][C:3]1[CH:4]=[C:5]([N:9]2[C:21]3[CH:20]=[CH:19][CH:18]=[CH:17][C:16]=3[C:15]3[C:10]2=[CH:11][CH:12]=[CH:13][CH:14]=3)[CH:6]=[CH:7][CH:8]=1.Cl[P:23]([C:30]1[CH:35]=[CH:34][CH:33]=[CH:32][CH:31]=1)[C:24]1[CH:29]=[CH:28][CH:27]=[CH:26][CH:25]=1. The catalyst is C1(C)C=CC=CC=1. The product is [C:30]1([P:23]([C:24]2[CH:25]=[CH:26][CH:27]=[CH:28][CH:29]=2)[C:4]2[C:3]([O:2][CH3:1])=[CH:8][CH:7]=[CH:6][C:5]=2[N:9]2[C:10]3[CH:11]=[CH:12][CH:13]=[CH:14][C:15]=3[C:16]3[C:21]2=[CH:20][CH:19]=[CH:18][CH:17]=3)[CH:31]=[CH:32][CH:33]=[CH:34][CH:35]=1. The yield is 0.729. (2) The reactants are [CH2:1]([Li])[CH2:2][CH2:3][CH3:4].[CH:6]1C2CC3C(=CC=CC=3)C=2C=CC=1.O1C(CCCCC=C)C1.C1(C)C=CC(S(Cl)(=O)=O)=CC=1.CC1C[C:43]2[S:44][C:45]3[CH:50]=[CH:49][CH:48]=[CH:47][C:46]=3[C:42]=2[CH:41]=1.CC1CC2C3C=CC=CC=3SC=2C=1.C1(C)C=CC(S(O[CH2:75][CH:76]([CH:83]2[C:95]3[CH:94]=[CH:93][CH:92]=[CH:91][C:90]=3[C:89]3[C:84]2=[CH:85][CH:86]=[CH:87][CH:88]=3)[CH2:77][CH2:78][CH2:79][CH2:80]C=C)(=O)=O)=CC=1. The catalyst is C(OCC)C. The product is [CH3:4][C:3]1[C:43]2[S:44][C:45]3[CH:50]=[CH:49][CH:48]=[CH:47][C:46]=3[C:42]=2[CH2:41][C:2]=1[C:1]([CH2:80][CH2:79][CH2:78][CH2:77][CH:76]([CH:83]1[C:84]2[CH:85]=[CH:86][CH:87]=[CH:88][C:89]=2[C:90]2[C:95]1=[CH:94][CH:93]=[CH:92][CH:91]=2)[CH3:75])=[CH2:6]. The yield is 0.175. (3) The reactants are C([O:8][C:9]1[CH:10]=[N:11][C:12]([NH:15][C:16](=[O:22])[CH2:17][CH2:18][CH2:19][CH2:20][CH3:21])=[N:13][CH:14]=1)C1C=CC=CC=1. The catalyst is CO.[Pd]. The product is [OH:8][C:9]1[CH:10]=[N:11][C:12]([NH:15][C:16](=[O:22])[CH2:17][CH2:18][CH2:19][CH2:20][CH3:21])=[N:13][CH:14]=1. The yield is 0.460. (4) The reactants are Cl[C:2]1[N:7]=[C:6]([CH3:8])[N:5]=[C:4]([NH2:9])[CH:3]=1.F[B-](F)(F)F.C([PH+](C(C)(C)C)C(C)(C)C)(C)(C)C.[F-].[Cs+].[F:30][C:31]1[C:36]([Sn](CCCC)(CCCC)CCCC)=[N:35][CH:34]=[CH:33][N:32]=1. The catalyst is CN(C=O)C.Cl[Pd]Cl.[Cu]I. The product is [F:30][C:31]1[C:36]([C:2]2[N:7]=[C:6]([CH3:8])[N:5]=[C:4]([NH2:9])[CH:3]=2)=[N:35][CH:34]=[CH:33][N:32]=1. The yield is 0.242. (5) The reactants are [F:1][C:2]1[CH:3]=[C:4]([S:8]([CH2:11][CH:12]2[CH2:17][CH2:16][N:15]([C:18]([O:20][C:21]([CH3:24])([CH3:23])[CH3:22])=[O:19])[CH2:14][CH2:13]2)(=[O:10])=[O:9])[CH:5]=[CH:6][CH:7]=1.[Li+].[CH3:26]C([N-]C(C)C)C.CI. The catalyst is C1COCC1.O. The product is [F:1][C:2]1[CH:3]=[C:4]([S:8]([CH:11]([CH:12]2[CH2:13][CH2:14][N:15]([C:18]([O:20][C:21]([CH3:24])([CH3:23])[CH3:22])=[O:19])[CH2:16][CH2:17]2)[CH3:26])(=[O:10])=[O:9])[CH:5]=[CH:6][CH:7]=1. The yield is 0.980. (6) The reactants are [CH2:1]([O:3][C:4]1[C:12]([O:13][CH2:14][CH3:15])=[CH:11][CH:10]=[CH:9][C:5]=1[CH2:6][NH:7][CH3:8])[CH3:2].CNCC1C=CC2C(=CC=CC=2)C=1CCC.[ClH:32].[N:33]1([CH2:39][CH2:40][N:41]2[CH2:46][C:45]3[CH:47]=[C:48](/[CH:51]=[CH:52]/[C:53]([OH:55])=O)[CH:49]=[N:50][C:44]=3[NH:43][C:42]2=[O:56])[CH2:38][CH2:37][O:36][CH2:35][CH2:34]1. No catalyst specified. The product is [ClH:32].[CH2:1]([O:3][C:4]1[C:12]([O:13][CH2:14][CH3:15])=[CH:11][CH:10]=[CH:9][C:5]=1[CH2:6][N:7]([CH3:8])[C:53](=[O:55])/[CH:52]=[CH:51]/[C:48]1[CH:49]=[N:50][C:44]2[NH:43][C:42](=[O:56])[N:41]([CH2:40][CH2:39][N:33]3[CH2:34][CH2:35][O:36][CH2:37][CH2:38]3)[CH2:46][C:45]=2[CH:47]=1)[CH3:2]. The yield is 0.560.